Predict the product of the given reaction. From a dataset of Forward reaction prediction with 1.9M reactions from USPTO patents (1976-2016). (1) Given the reactants [CH2:1]([O:8][C:9]([N:11]1[CH2:16][CH2:15][NH:14][CH2:13][CH2:12]1)=[O:10])[C:2]1[CH:7]=[CH:6][CH:5]=[CH:4][CH:3]=1.[CH2:17]([CH:19]1[O:21][CH2:20]1)Cl, predict the reaction product. The product is: [O:21]1[CH2:20][CH:19]1[CH2:17][N:14]1[CH2:15][CH2:16][N:11]([C:9]([O:8][CH2:1][C:2]2[CH:7]=[CH:6][CH:5]=[CH:4][CH:3]=2)=[O:10])[CH2:12][CH2:13]1. (2) Given the reactants Br[C:2]1[N:3]=[C:4]([NH:10][C:11]2[CH:12]=[N:13][N:14]([CH2:16][CH2:17][OH:18])[CH:15]=2)[C:5](=[O:9])[N:6]([CH3:8])[CH:7]=1.[C:19]([O:22][CH2:23][C:24]1[C:29](B2OC(C)(C)C(C)(C)O2)=[CH:28][CH:27]=[CH:26][C:25]=1[N:39]1[CH2:51][CH2:50][N:42]2[C:43]3[CH2:44][CH2:45][CH2:46][CH2:47][C:48]=3[CH:49]=[C:41]2[C:40]1=[O:52])(=[O:21])[CH3:20].CC(O[Na])=O.[O-]P([O-])([O-])=O.[K+].[K+].[K+], predict the reaction product. The product is: [C:19]([O:22][CH2:23][C:24]1[C:25]([N:39]2[CH2:51][CH2:50][N:42]3[C:43]4[CH2:44][CH2:45][CH2:46][CH2:47][C:48]=4[CH:49]=[C:41]3[C:40]2=[O:52])=[CH:26][CH:27]=[CH:28][C:29]=1[C:2]1[N:3]=[C:4]([NH:10][C:11]2[CH:12]=[N:13][N:14]([CH2:16][CH2:17][OH:18])[CH:15]=2)[C:5](=[O:9])[N:6]([CH3:8])[CH:7]=1)(=[O:21])[CH3:20].